From a dataset of NCI-60 drug combinations with 297,098 pairs across 59 cell lines. Regression. Given two drug SMILES strings and cell line genomic features, predict the synergy score measuring deviation from expected non-interaction effect. (1) Drug 1: CC1=CC2C(CCC3(C2CCC3(C(=O)C)OC(=O)C)C)C4(C1=CC(=O)CC4)C. Drug 2: CCCS(=O)(=O)NC1=C(C(=C(C=C1)F)C(=O)C2=CNC3=C2C=C(C=N3)C4=CC=C(C=C4)Cl)F. Cell line: UO-31. Synergy scores: CSS=5.33, Synergy_ZIP=-2.53, Synergy_Bliss=-2.37, Synergy_Loewe=-6.56, Synergy_HSA=-2.35. (2) Drug 1: CNC(=O)C1=CC=CC=C1SC2=CC3=C(C=C2)C(=NN3)C=CC4=CC=CC=N4. Drug 2: CC1=CC2C(CCC3(C2CCC3(C(=O)C)OC(=O)C)C)C4(C1=CC(=O)CC4)C. Cell line: HCC-2998. Synergy scores: CSS=-8.76, Synergy_ZIP=0.512, Synergy_Bliss=-7.30, Synergy_Loewe=-15.4, Synergy_HSA=-10.2. (3) Drug 2: C1C(C(OC1N2C=NC3=C2NC=NCC3O)CO)O. Synergy scores: CSS=13.6, Synergy_ZIP=-4.36, Synergy_Bliss=-5.10, Synergy_Loewe=0.469, Synergy_HSA=0.269. Cell line: HCT-15. Drug 1: CN1C(=O)N2C=NC(=C2N=N1)C(=O)N. (4) Drug 1: C1=CN(C(=O)N=C1N)C2C(C(C(O2)CO)O)O.Cl. Drug 2: CC1C(C(CC(O1)OC2CC(CC3=C2C(=C4C(=C3O)C(=O)C5=CC=CC=C5C4=O)O)(C(=O)C)O)N)O. Cell line: HS 578T. Synergy scores: CSS=46.1, Synergy_ZIP=-11.7, Synergy_Bliss=-16.8, Synergy_Loewe=-6.47, Synergy_HSA=-7.60. (5) Drug 1: CS(=O)(=O)C1=CC(=C(C=C1)C(=O)NC2=CC(=C(C=C2)Cl)C3=CC=CC=N3)Cl. Drug 2: CC1CCC2CC(C(=CC=CC=CC(CC(C(=O)C(C(C(=CC(C(=O)CC(OC(=O)C3CCCCN3C(=O)C(=O)C1(O2)O)C(C)CC4CCC(C(C4)OC)OCCO)C)C)O)OC)C)C)C)OC. Cell line: SK-MEL-5. Synergy scores: CSS=19.7, Synergy_ZIP=0.0130, Synergy_Bliss=2.40, Synergy_Loewe=-15.7, Synergy_HSA=-1.91.